From a dataset of CYP2D6 inhibition data for predicting drug metabolism from PubChem BioAssay. Regression/Classification. Given a drug SMILES string, predict its absorption, distribution, metabolism, or excretion properties. Task type varies by dataset: regression for continuous measurements (e.g., permeability, clearance, half-life) or binary classification for categorical outcomes (e.g., BBB penetration, CYP inhibition). Dataset: cyp2d6_veith. (1) The drug is COc1ccc(/C=C(\C#N)C(N)=O)c(OC)c1. The result is 0 (non-inhibitor). (2) The compound is Cn1c(=O)c(-c2ccc(Cl)cc2)nc2cnc(Oc3ccccc3)nc21. The result is 0 (non-inhibitor). (3) The compound is COc1ccccc1CCn1c(=O)c(C)nc2cncnc21. The result is 0 (non-inhibitor). (4) The drug is O=C1C(C2=NC(C(=O)O)C3C(=O)N(c4ccc(Cl)cc4)C(=O)C23)=C(O)c2ccccc21. The result is 0 (non-inhibitor). (5) The drug is Cc1nc2ncnn2c(C)c1CCC(=O)NCc1ccco1. The result is 0 (non-inhibitor).